From a dataset of Full USPTO retrosynthesis dataset with 1.9M reactions from patents (1976-2016). Predict the reactants needed to synthesize the given product. (1) Given the product [CH3:26][S:27]([O:18][C:5]1[CH:6]=[C:7]([B:9]2[O:10][C:11]([CH3:17])([CH3:16])[C:12]([CH3:14])([CH3:15])[O:13]2)[CH:8]=[C:3]([O:2][CH3:1])[CH:4]=1)(=[O:29])=[O:28], predict the reactants needed to synthesize it. The reactants are: [CH3:1][O:2][C:3]1[CH:4]=[C:5]([OH:18])[CH:6]=[C:7]([B:9]2[O:13][C:12]([CH3:15])([CH3:14])[C:11]([CH3:17])([CH3:16])[O:10]2)[CH:8]=1.C(N(CC)CC)C.[CH3:26][S:27](Cl)(=[O:29])=[O:28]. (2) Given the product [CH:15]1[C:16]2[C:21](=[CH:20][CH:19]=[CH:18][CH:17]=2)[CH:22]=[CH:23][C:14]=1[C:3]1[CH:4]=[C:5]([CH2:8][CH2:9][C:10]([O:12][CH3:13])=[O:11])[CH:6]=[CH:7][C:2]=1[S:26]([C:25]([F:38])([F:37])[F:24])(=[O:28])=[O:27], predict the reactants needed to synthesize it. The reactants are: O[C:2]1[CH:7]=[CH:6][C:5]([CH2:8][CH2:9][C:10]([O:12][CH3:13])=[O:11])=[CH:4][C:3]=1[C:14]1[CH:23]=[CH:22][C:21]2[C:16](=[CH:17][CH:18]=[CH:19][CH:20]=2)[CH:15]=1.[F:24][C:25]([F:38])([F:37])[S:26](O[S:26]([C:25]([F:38])([F:37])[F:24])(=[O:28])=[O:27])(=[O:28])=[O:27]. (3) Given the product [F:8][C:7]1[C:2]([I:23])=[C:3]2[N:11]=[C:10]([C:12]3[CH:21]=[CH:20][C:15]([C:16]([O:18][CH3:19])=[O:17])=[CH:14][CH:13]=3)[NH:9][C:4]2=[N:5][CH:6]=1, predict the reactants needed to synthesize it. The reactants are: Cl[C:2]1[C:7]([F:8])=[CH:6][N:5]=[C:4]2[NH:9][C:10]([C:12]3[CH:21]=[CH:20][C:15]([C:16]([O:18][CH3:19])=[O:17])=[CH:14][CH:13]=3)=[N:11][C:3]=12.Cl.[I-:23].[Na+].[O-]S([O-])(=S)=O.[Na+].[Na+]. (4) Given the product [CH2:24]([N:11]1[CH2:10][CH2:9][N:8]([C:1]([O:3][C:4]([CH3:7])([CH3:6])[CH3:5])=[O:2])[CH2:13][CH2:12]1)[CH2:23][C:22]#[CH:21], predict the reactants needed to synthesize it. The reactants are: [C:1]([N:8]1[CH2:13][CH2:12][NH:11][CH2:10][CH2:9]1)([O:3][C:4]([CH3:7])([CH3:6])[CH3:5])=[O:2].C([O-])([O-])=O.[K+].[K+].Br[CH2:21][CH2:22][C:23]#[CH:24]. (5) Given the product [OH:32][C:30]1[CH:31]=[C:26]([NH:25][CH:2]=[C:3]2[C:11]3[C:6](=[CH:7][CH:8]=[C:9]([C:12]([C:14]4[CH:19]=[CH:18][C:17]([NH:20][C:21](=[O:23])[CH3:22])=[CH:16][CH:15]=4)=[O:13])[CH:10]=3)[NH:5][C:4]2=[O:24])[CH:27]=[CH:28][C:29]=1[CH3:35], predict the reactants needed to synthesize it. The reactants are: O[CH:2]=[C:3]1[C:11]2[C:6](=[CH:7][CH:8]=[C:9]([C:12]([C:14]3[CH:19]=[CH:18][C:17]([NH:20][C:21](=[O:23])[CH3:22])=[CH:16][CH:15]=3)=[O:13])[CH:10]=2)[NH:5][C:4]1=[O:24].[NH2:25][C:26]1[CH:27]=[CH:28][C:29](OC)=[C:30]([OH:32])[CH:31]=1.[CH2:35]1COCC1. (6) Given the product [Cl:29][C:3]1[C:2]([F:1])=[CH:7][N:6]=[C:5]([C:8]2[N:12]=[C:11]([C:13]3[CH:17]=[CH:16][O:15][N:14]=3)[N:10]([CH2:18][C:19]3[CH:24]=[CH:23][CH:22]=[CH:21][C:20]=3[F:25])[N:9]=2)[N:4]=1, predict the reactants needed to synthesize it. The reactants are: [F:1][C:2]1[C:3](=O)[NH:4][C:5]([C:8]2[N:12]=[C:11]([C:13]3[CH:17]=[CH:16][O:15][N:14]=3)[N:10]([CH2:18][C:19]3[CH:24]=[CH:23][CH:22]=[CH:21][C:20]=3[F:25])[N:9]=2)=[N:6][CH:7]=1.P(Cl)(Cl)([Cl:29])=O.C(=O)(O)[O-].[Na+]. (7) Given the product [Cl:1][C:2]1[C:7]([C:8]([F:10])([F:11])[F:9])=[CH:6][N:5]=[C:4]([NH:12][C:13]2[CH:14]=[CH:15][CH:16]=[C:26]([P:31]([CH2:33][CH2:34][CH3:35])([CH2:28][CH2:29][CH3:30])=[O:32])[CH:27]=2)[N:3]=1, predict the reactants needed to synthesize it. The reactants are: [Cl:1][C:2]1[C:7]([C:8]([F:11])([F:10])[F:9])=[CH:6][N:5]=[C:4]([NH:12][C:13]2[CH:27]=[CH:26][C:16](CP(=O)(OCC)OCC)=[CH:15][CH:14]=2)[N:3]=1.[CH2:28]([P:31](C1C=C(C=CC=1)N)([CH2:33][CH2:34][CH3:35])=[O:32])[CH2:29][CH3:30].ClC1N=C(Cl)C(C(F)(F)F)=CN=1. (8) The reactants are: [CH3:1][C:2]1[NH:3][C:4]2[CH:10]=[CH:9][CH:8]=[CH:7][C:5]=2[N:6]=1.Cl[C:12]1[N:20]=[C:19]2[C:15]([N:16]=[C:17]([CH2:22][N:23]3[CH2:28][CH2:27][CH:26]([C:29]4([OH:33])[CH2:32][CH2:31][CH2:30]4)[CH2:25][CH2:24]3)[N:18]2[CH3:21])=[C:14]([N:34]2[CH2:39][CH2:38][O:37][CH2:36][CH2:35]2)[N:13]=1. Given the product [CH3:21][N:18]1[C:17]([CH2:22][N:23]2[CH2:28][CH2:27][CH:26]([C:29]3([OH:33])[CH2:30][CH2:31][CH2:32]3)[CH2:25][CH2:24]2)=[N:16][C:15]2[C:19]1=[N:20][C:12]([N:3]1[C:4]3[CH:10]=[CH:9][CH:8]=[CH:7][C:5]=3[N:6]=[C:2]1[CH3:1])=[N:13][C:14]=2[N:34]1[CH2:35][CH2:36][O:37][CH2:38][CH2:39]1, predict the reactants needed to synthesize it.